Predict the product of the given reaction. From a dataset of Forward reaction prediction with 1.9M reactions from USPTO patents (1976-2016). (1) Given the reactants [OH-:1].[Na+].Br[CH2:4][CH2:5][CH2:6][CH2:7][CH2:8][CH2:9][Br:10], predict the reaction product. The product is: [Br:10][C:9]1[CH:4]=[C:5]([CH:6]=[CH:7][CH:8]=1)[O:1][CH2:4][CH2:5][CH2:6][CH2:7][CH2:8][CH2:9][O:1][C:5]1[CH:6]=[CH:7][CH:8]=[C:9]([Br:10])[CH:4]=1. (2) Given the reactants [OH:1][C:2]1[CH:3]=[C:4]([CH:7]=[C:8]([O:12][CH3:13])[C:9]=1[O:10][CH3:11])[CH:5]=[O:6].N1C=CN=C1.Cl[Si:20]([CH:27]([CH3:29])[CH3:28])([CH:24]([CH3:26])[CH3:25])[CH:21]([CH3:23])[CH3:22].O, predict the reaction product. The product is: [CH3:13][O:12][C:8]1[CH:7]=[C:4]([CH:3]=[C:2]([O:1][Si:20]([CH:27]([CH3:29])[CH3:28])([CH:24]([CH3:26])[CH3:25])[CH:21]([CH3:23])[CH3:22])[C:9]=1[O:10][CH3:11])[CH:5]=[O:6]. (3) Given the reactants [CH3:1][O:2][C:3](=[O:20])[CH:4]([C:11]1[CH:19]=[CH:18][C:14]([C:15]([OH:17])=O)=[CH:13][CH:12]=1)[CH2:5][NH:6][C:7]([NH:9][CH3:10])=[O:8].CCN=C=NCCCN(C)C.C1C=CC2N(O)N=NC=2C=1.[NH2:42][C:43]1[CH:48]=[C:47]([C:49]2[CH:53]=[CH:52][S:51][CH:50]=2)[CH:46]=[CH:45][C:44]=1[NH:54][C:55](=[O:61])[O:56][C:57]([CH3:60])([CH3:59])[CH3:58], predict the reaction product. The product is: [C:57]([O:56][C:55]([NH:54][C:44]1[CH:45]=[CH:46][C:47]([C:49]2[CH:53]=[CH:52][S:51][CH:50]=2)=[CH:48][C:43]=1[NH:42][C:15]([C:14]1[CH:13]=[CH:12][C:11]([CH:4]([CH2:5][NH:6][C:7]([NH:9][CH3:10])=[O:8])[C:3]([O:2][CH3:1])=[O:20])=[CH:19][CH:18]=1)=[O:17])=[O:61])([CH3:60])([CH3:58])[CH3:59]. (4) Given the reactants [CH3:1][NH:2][S:3]([C:6]([F:18])([F:17])[C:7]([F:16])([F:15])[C:8]([F:14])([F:13])[C:9]([F:12])([F:11])[F:10])(=[O:5])=[O:4].[CH2:19]([C:21]1[O:22][CH2:23][CH2:24][N:25]=1)[CH3:20].C(=O)([O-])[O-].[Na+].[Na+], predict the reaction product. The product is: [C:6]([S:3]([N:2]([CH2:19][CH2:21][NH2:25])[CH3:1])(=[O:5])=[O:4])([C:7]([C:8]([C:9]([F:10])([F:11])[F:12])([F:13])[F:14])([F:15])[F:16])([F:18])[F:17].[CH3:1][N:2]([CH2:23][CH2:24][NH:25][C:21](=[O:22])[CH2:19][CH3:20])[S:3]([C:6]([F:18])([F:17])[C:7]([F:15])([F:16])[C:8]([F:13])([F:14])[C:9]([F:10])([F:11])[F:12])(=[O:5])=[O:4]. (5) The product is: [Br:32][C:5]1[N:4]=[C:3]([CH3:2])[N:7]2[C:8]3[CH:14]=[CH:13][N:12]([S:15]([C:18]4[CH:24]=[CH:23][C:21]([CH3:22])=[CH:20][CH:19]=4)(=[O:16])=[O:17])[C:9]=3[N:10]=[CH:11][C:6]=12. Given the reactants Cl.[CH3:2][C:3]1[N:7]2[C:8]3[CH:14]=[CH:13][N:12]([S:15]([C:18]4[CH:24]=[CH:23][C:21]([CH3:22])=[CH:20][CH:19]=4)(=[O:17])=[O:16])[C:9]=3[N:10]=[CH:11][C:6]2=[CH:5][N:4]=1.C1C(=O)N([Br:32])C(=O)C1.O.C([O-])(O)=O.[Na+], predict the reaction product. (6) Given the reactants Br[C:2]1[S:6][C:5]([C:7]2[N:11]3[N:12]=[C:13]([CH3:21])[CH:14]=[C:15]([CH:16]([CH2:19][CH3:20])[CH2:17][CH3:18])[C:10]3=[N:9][C:8]=2[CH3:22])=[C:4]([CH3:23])[CH:3]=1.C([Sn](CCCC)(CCCC)[C:29]1[N:34]=[CH:33][CH:32]=[CH:31][N:30]=1)CCC.N#N.C1([As](C2C=CC=CC=2)C2C=CC=CC=2)C=CC=CC=1, predict the reaction product. The product is: [CH2:17]([CH:16]([C:15]1[C:10]2[N:11]([C:7]([C:5]3[S:6][C:2]([C:29]4[N:34]=[CH:33][CH:32]=[CH:31][N:30]=4)=[CH:3][C:4]=3[CH3:23])=[C:8]([CH3:22])[N:9]=2)[N:12]=[C:13]([CH3:21])[CH:14]=1)[CH2:19][CH3:20])[CH3:18]. (7) Given the reactants [CH2:1]([N:3]1[C:7]([C:8]2[S:18][C:11]3[N:12]=[CH:13][N:14]=[C:15]([S:16][CH3:17])[C:10]=3[CH:9]=2)=[C:6]([C:19]2[CH:24]=[CH:23][CH:22]=[CH:21][CH:20]=2)[N:5]=[CH:4]1)[CH3:2].[CH:25]1(N)CC1, predict the reaction product. The product is: [CH:1]1([N:3]2[C:7]([C:8]3[S:18][C:11]4[N:12]=[CH:13][N:14]=[C:15]([S:16][CH3:17])[C:10]=4[CH:9]=3)=[C:6]([C:19]3[CH:24]=[CH:23][CH:22]=[CH:21][CH:20]=3)[N:5]=[CH:4]2)[CH2:25][CH2:2]1. (8) Given the reactants C([Cl:4])(=O)C.[CH:5]1[CH:6]=[CH:7][C:8]([CH2:11][NH:12][C:13]([CH2:15][C:16]2[CH:17]=[CH:18][C:19]([C:22]3[CH:23]=[CH:24][C:25]([O:28][CH2:29][CH2:30][N:31]4[CH2:36][CH2:35][O:34][CH2:33][CH2:32]4)=[CH:26][CH:27]=3)=[CH:20][N:21]=2)=[O:14])=[CH:9][CH:10]=1, predict the reaction product. The product is: [ClH:4].[ClH:4].[ClH:4].[O:34]1[CH2:33][CH2:32][N:31]([CH2:30][CH2:29][O:28][C:25]2[CH:26]=[CH:27][C:22]([C:19]3[CH:18]=[CH:17][C:16]([CH2:15][C:13]([NH:12][CH2:11][C:8]4[CH:9]=[CH:10][CH:5]=[CH:6][CH:7]=4)=[O:14])=[N:21][CH:20]=3)=[CH:23][CH:24]=2)[CH2:36][CH2:35]1. (9) Given the reactants [CH2:1]([O:9][C:10]1[CH:11]=[CH:12][C:13]([NH:16][CH:17]2[CH2:22][CH2:21][CH2:20][NH:19][CH2:18]2)=[N:14][CH:15]=1)[CH2:2][CH2:3][CH2:4][CH2:5][CH2:6][CH2:7][CH3:8].[C:23]([O:27][CH2:28][CH3:29])(=[O:26])[CH:24]=[CH2:25].C([O-])([O-])=O.[Cs+].[Cs+], predict the reaction product. The product is: [CH2:1]([O:9][C:10]1[CH:11]=[CH:12][C:13]([NH:16][CH:17]2[CH2:22][CH2:21][CH2:20][N:19]([CH2:25][CH2:24][C:23]([O:27][CH2:28][CH3:29])=[O:26])[CH2:18]2)=[N:14][CH:15]=1)[CH2:2][CH2:3][CH2:4][CH2:5][CH2:6][CH2:7][CH3:8]. (10) Given the reactants FC(F)(F)[C:3]1[CH:4]=[C:5]([N:9]2[CH2:14][CH2:13][N:12]([CH2:15][CH2:16][N:17]3[C:26](=[O:27])[C:25]4[C:20](=[CH:21][CH:22]=[CH:23][CH:24]=4)[N:19]=[CH:18]3)[CH2:11][CH2:10]2)[CH:6]=[CH:7][CH:8]=1.[Cl:30]C1C=CC=CC=1N1CCNCC1, predict the reaction product. The product is: [Cl:30][C:6]1[CH:7]=[CH:8][CH:3]=[CH:4][C:5]=1[N:9]1[CH2:14][CH2:13][N:12]([CH2:15][CH2:16][N:17]2[C:26](=[O:27])[C:25]3[C:20](=[CH:21][CH:22]=[CH:23][CH:24]=3)[N:19]=[CH:18]2)[CH2:11][CH2:10]1.